Dataset: Catalyst prediction with 721,799 reactions and 888 catalyst types from USPTO. Task: Predict which catalyst facilitates the given reaction. (1) Reactant: [N:1]([CH2:4][C@@H:5]([NH:13][C:14](=[O:20])[O:15][C:16]([CH3:19])([CH3:18])[CH3:17])[CH2:6][CH:7]1[CH2:12][CH2:11][CH2:10][CH2:9][CH2:8]1)=[N+:2]=[N-:3].[H-].[Na+].[CH3:23]I. Product: [N:1]([CH2:4][C@@H:5]([N:13]([CH3:23])[C:14](=[O:20])[O:15][C:16]([CH3:17])([CH3:19])[CH3:18])[CH2:6][CH:7]1[CH2:12][CH2:11][CH2:10][CH2:9][CH2:8]1)=[N+:2]=[N-:3]. The catalyst class is: 3. (2) Reactant: [C:1]([C:4]1[NH:15][C:7]2=[N:8][CH:9]=[C:10]([C:12]([OH:14])=O)[CH:11]=[C:6]2[CH:5]=1)(=[O:3])[CH3:2].CCN(C(C)C)C(C)C.CN(C(ON1N=NC2C=CC=NC1=2)=[N+](C)C)C.F[P-](F)(F)(F)(F)F.[CH3:49][C:50]1[CH:55]=[CH:54][C:53]([N+:56]([O-:58])=[O:57])=[CH:52][C:51]=1[NH2:59]. Product: [CH3:49][C:50]1[CH:55]=[CH:54][C:53]([N+:56]([O-:58])=[O:57])=[CH:52][C:51]=1[NH:59][C:12]([C:10]1[CH:11]=[C:6]2[CH:5]=[C:4]([C:1](=[O:3])[CH3:2])[NH:15][C:7]2=[N:8][CH:9]=1)=[O:14]. The catalyst class is: 3. (3) The catalyst class is: 20. Reactant: [O:1]=[C:2]1[CH2:12][C:4]2([CH2:7][CH:6]([C:8]([O:10][CH3:11])=[O:9])[CH2:5]2)[CH2:3]1.C[Si]([N-][Si](C)(C)C)(C)C.[K+].[F:23][C:24]([F:43])([F:42])[S:25](N(C1C=CC=CC=1)[S:25]([C:24]([F:43])([F:42])[F:23])(=[O:27])=[O:26])(=[O:27])=[O:26]. Product: [F:23][C:24]([F:43])([F:42])[S:25]([O:1][C:2]1[CH2:3][C:4]2([CH2:7][CH:6]([C:8]([O:10][CH3:11])=[O:9])[CH2:5]2)[CH:12]=1)(=[O:27])=[O:26]. (4) Reactant: [OH:1][CH2:2][C:3]([C@H:5]([C@@H:7]([C@@H:9]([CH2:11]O)[OH:10])O)O)=O.[ClH:13].C. Product: [Cl:13][CH2:11][C:9]1[O:10][C:3]([CH:2]=[O:1])=[CH:5][CH:7]=1. The catalyst class is: 226. (5) Reactant: Cl[C:2]1[C:7]([C:8]([F:11])([F:10])[F:9])=[CH:6][CH:5]=[CH:4][N:3]=1.[O-:12][CH2:13][CH3:14].[Na+]. The catalyst class is: 8. Product: [CH2:13]([O:12][C:2]1[C:7]([C:8]([F:11])([F:10])[F:9])=[CH:6][CH:5]=[CH:4][N:3]=1)[CH3:14].